From a dataset of Reaction yield outcomes from USPTO patents with 853,638 reactions. Predict the reaction yield, written as a fraction of the theoretical maximum amount of product (1.0 means a 100% yield; for example, 0.34 means a 34% yield). The reactants are Cl[C:2]1[C:11]2[C:6](=[CH:7][CH:8]=[C:9]([C:12]3[CH:17]=[CH:16][C:15]([F:18])=[CH:14][CH:13]=3)[CH:10]=2)[N:5]=[CH:4][N:3]=1.[CH:19]1([NH2:22])[CH2:21][CH2:20]1. No catalyst specified. The product is [CH:19]1([NH:22][C:2]2[C:11]3[C:6](=[CH:7][CH:8]=[C:9]([C:12]4[CH:17]=[CH:16][C:15]([F:18])=[CH:14][CH:13]=4)[CH:10]=3)[N:5]=[CH:4][N:3]=2)[CH2:21][CH2:20]1. The yield is 0.800.